This data is from Full USPTO retrosynthesis dataset with 1.9M reactions from patents (1976-2016). The task is: Predict the reactants needed to synthesize the given product. Given the product [CH3:18][O:17][C:15]([C:12]1[CH:13]=[CH:14][C:7]2[S:6][C:5]3[N:4]=[CH:3][CH:2]=[N:1][C:10]=3[N:9]([CH2:21][O:22][CH3:23])[C:8]=2[CH:11]=1)=[O:16], predict the reactants needed to synthesize it. The reactants are: [N:1]1[C:10]2[NH:9][C:8]3[CH:11]=[C:12]([C:15]([O:17][CH3:18])=[O:16])[CH:13]=[CH:14][C:7]=3[S:6][C:5]=2[N:4]=[CH:3][CH:2]=1.[H-].[Na+].[CH3:21][O:22][CH2:23]Cl.